From a dataset of Forward reaction prediction with 1.9M reactions from USPTO patents (1976-2016). Predict the product of the given reaction. (1) Given the reactants CO[C:3](=[O:15])[C:4]1[CH:9]=[CH:8][C:7]([O:10][CH3:11])=[C:6]([C:12](=[O:14])[CH3:13])[CH:5]=1.C([N-:19][CH:20]([CH3:22])[CH3:21])(C)C.[Li+].[CH3:24][C:25]1[CH:26]=[C:27]([CH:30]=[CH:31][CH:32]=1)[CH:28]=[O:29].Cl.[BH4-].[Na+].C[C:37](=[O:41])[O:38][CH2:39]C, predict the reaction product. The product is: [CH3:39][O:38][C:37]([C:20]1([NH:19][C:3](=[O:15])[C:4]2[CH:9]=[CH:8][C:7]([O:10][CH3:11])=[C:6]([CH:12]([OH:14])[CH2:13][CH:28]([OH:29])[C:27]3[CH:26]=[C:25]([CH3:24])[CH:32]=[CH:31][CH:30]=3)[CH:5]=2)[CH2:21][CH2:6][CH2:5][CH2:4][CH2:3][CH2:22]1)=[O:41]. (2) Given the reactants [NH2:1][C:2]1[C:3]([O:17][CH3:18])=[C:4]([NH:12][S:13]([CH3:16])(=[O:15])=[O:14])[CH:5]=[C:6]([C:8]([F:11])([F:10])[F:9])[CH:7]=1.C[O:20][C:21](=O)[C:22]1[CH:27]=[CH:26][C:25]([CH3:28])=[C:24]([N:29]2[CH:33]=[C:32]([C:34]3[CH:35]=[N:36][N:37]([C:41]4[CH:46]=[CH:45][CH:44]=[CH:43][CH:42]=4)[C:38]=3[CH2:39][CH3:40])[N:31]=[CH:30]2)[CH:23]=1, predict the reaction product. The product is: [CH2:39]([C:38]1[N:37]([C:41]2[CH:42]=[CH:43][CH:44]=[CH:45][CH:46]=2)[N:36]=[CH:35][C:34]=1[C:32]1[N:31]=[CH:30][N:29]([C:24]2[CH:23]=[C:22]([CH:27]=[CH:26][C:25]=2[CH3:28])[C:21]([NH:1][C:2]2[CH:7]=[C:6]([C:8]([F:9])([F:11])[F:10])[CH:5]=[C:4]([NH:12][S:13]([CH3:16])(=[O:15])=[O:14])[C:3]=2[O:17][CH3:18])=[O:20])[CH:33]=1)[CH3:40]. (3) Given the reactants [C:1]([O:5][C:6](=[O:36])[NH:7][C:8]1([C:12]2[CH:17]=[CH:16][C:15]([C:18]3[C:27](=[O:28])[C:26]4[C:21](=[C:22](Br)[CH:23]=[CH:24][CH:25]=4)[O:20][C:19]=3[C:30]3[CH:35]=[CH:34][CH:33]=[CH:32][CH:31]=3)=[CH:14][CH:13]=2)[CH2:11][CH2:10][CH2:9]1)([CH3:4])([CH3:3])[CH3:2].[NH:37]1[CH2:42][CH2:41][O:40][CH2:39][CH2:38]1.C1C=CC(P(C2C=CC3C(=CC=CC=3)C=2C2C3C(=CC=CC=3)C=CC=2P(C2C=CC=CC=2)C2C=CC=CC=2)C2C=CC=CC=2)=CC=1.C(=O)([O-])[O-].[Cs+].[Cs+], predict the reaction product. The product is: [C:1]([O:5][C:6](=[O:36])[NH:7][C:8]1([C:12]2[CH:17]=[CH:16][C:15]([C:18]3[C:27](=[O:28])[C:26]4[C:21](=[C:22]([N:37]5[CH2:42][CH2:41][O:40][CH2:39][CH2:38]5)[CH:23]=[CH:24][CH:25]=4)[O:20][C:19]=3[C:30]3[CH:35]=[CH:34][CH:33]=[CH:32][CH:31]=3)=[CH:14][CH:13]=2)[CH2:11][CH2:10][CH2:9]1)([CH3:4])([CH3:3])[CH3:2]. (4) The product is: [C:1]([C:5]1[CH:10]=[CH:9][C:8]([O:11][CH2:12][CH2:13][CH2:14][CH2:15][CH2:16][CH2:17][CH2:18][CH2:19][N:25]2[C:24](=[O:26])[C:23]3=[CH:27][CH:28]=[CH:29][CH:30]=[C:22]3[C:21]2=[O:31])=[CH:7][CH:6]=1)([CH3:4])([CH3:3])[CH3:2]. Given the reactants [C:1]([C:5]1[CH:10]=[CH:9][C:8]([O:11][CH2:12][CH2:13][CH2:14][CH2:15][CH2:16][CH2:17][CH2:18][CH2:19]I)=[CH:7][CH:6]=1)([CH3:4])([CH3:3])[CH3:2].[C:21]1(=[O:31])[NH:25][C:24](=[O:26])[C:23]2=[CH:27][CH:28]=[CH:29][CH:30]=[C:22]12.[K].C(OCCCCCCCCN1C(=O)C2=CC=CC=C2C1=O)CCCCC, predict the reaction product. (5) The product is: [CH2:15]([N:22]1[CH2:31][CH2:30][C:29]2[C:28]([Cl:12])=[N:27][C:26]([S:33][CH3:34])=[N:25][C:24]=2[CH2:23]1)[C:16]1[CH:21]=[CH:20][CH:19]=[CH:18][CH:17]=1. Given the reactants CN(C)C1C=CC=CC=1.P(Cl)(Cl)([Cl:12])=O.[CH2:15]([N:22]1[CH2:31][CH2:30][CH:29]2[C:24](=[N:25][C:26]([S:33][CH3:34])=[N:27][C:28]2=O)[CH2:23]1)[C:16]1[CH:21]=[CH:20][CH:19]=[CH:18][CH:17]=1.C(=O)([O-])[O-].[Na+].[Na+], predict the reaction product. (6) Given the reactants [NH2:1][C:2]1[CH:7]=[C:6]([N+:8]([O-:10])=[O:9])[CH:5]=[CH:4][C:3]=1[OH:11].C([O-])([O-])=O.[K+].[K+].Br[CH2:19][CH2:20]Br, predict the reaction product. The product is: [N+:8]([C:6]1[CH:5]=[CH:4][C:3]2[O:11][CH2:19][CH2:20][NH:1][C:2]=2[CH:7]=1)([O-:10])=[O:9]. (7) Given the reactants [CH2:1]=[CH:2][CH2:3][CH2:4][CH2:5][CH2:6][CH2:7][CH2:8][CH2:9][CH2:10][CH:11]([OH:23])[CH2:12][CH2:13][CH2:14][CH2:15][CH2:16][CH2:17][CH2:18][CH2:19][CH2:20][CH:21]=[CH2:22].[C:24](OC(=O)C)(=[O:26])[CH3:25], predict the reaction product. The product is: [CH2:10]([CH:11]([O:23][C:24](=[O:26])[CH3:25])[CH2:12][CH2:13][CH2:14][CH2:15][CH2:16][CH2:17][CH2:18][CH2:19][CH2:20][CH:21]=[CH2:22])[CH2:9][CH2:8][CH2:7][CH2:6][CH2:5][CH2:4][CH2:3][CH:2]=[CH2:1].